From a dataset of Catalyst prediction with 721,799 reactions and 888 catalyst types from USPTO. Predict which catalyst facilitates the given reaction. (1) Reactant: [Cl:1][C:2]1[CH:3]=[CH:4][C:5]([OH:11])=[C:6]([C:8](=[O:10])[CH3:9])[CH:7]=1.C(=O)([O-])[O-].[K+].[K+].Br[CH2:19][C:20]([CH3:22])=[CH2:21]. Product: [Cl:1][C:2]1[CH:3]=[CH:4][C:5]([O:11][CH2:21][C:20]([CH3:22])=[CH2:19])=[C:6]([C:8](=[O:10])[CH3:9])[CH:7]=1. The catalyst class is: 35. (2) Reactant: [F:1][C:2]([F:31])([C:25]1[CH:30]=[CH:29][CH:28]=[CH:27][CH:26]=1)[C@H:3]([OH:24])/[CH:4]=[CH:5]/[C@H:6]1[CH2:10][CH2:9][C:8](=[O:11])[N:7]1[CH2:12][CH2:13][CH2:14][CH2:15][CH2:16][CH2:17][C:18]([O:20][CH:21]([CH3:23])[CH3:22])=[O:19]. Product: [F:31][C:2]([F:1])([C:25]1[CH:26]=[CH:27][CH:28]=[CH:29][CH:30]=1)[C@H:3]([OH:24])[CH2:4][CH2:5][C@H:6]1[CH2:10][CH2:9][C:8](=[O:11])[N:7]1[CH2:12][CH2:13][CH2:14][CH2:15][CH2:16][CH2:17][C:18]([O:20][CH:21]([CH3:23])[CH3:22])=[O:19]. The catalyst class is: 19. (3) Reactant: [N:1]1[CH:6]=[CH:5][CH:4]=[C:3]([O:7][C:8]2[CH:13]=[CH:12][C:11]([S:14]([C:17]3([C:30]([O:32]CC)=[O:31])[CH2:22][CH2:21][N:20]([C:23]([O:25][C:26]([CH3:29])([CH3:28])[CH3:27])=[O:24])[CH2:19][CH2:18]3)(=[O:16])=[O:15])=[CH:10][CH:9]=2)[CH:2]=1.[OH-].[K+]. Product: [C:26]([O:25][C:23]([N:20]1[CH2:21][CH2:22][C:17]([S:14]([C:11]2[CH:10]=[CH:9][C:8]([O:7][C:3]3[CH:2]=[N:1][CH:6]=[CH:5][CH:4]=3)=[CH:13][CH:12]=2)(=[O:15])=[O:16])([C:30]([OH:32])=[O:31])[CH2:18][CH2:19]1)=[O:24])([CH3:29])([CH3:27])[CH3:28]. The catalyst class is: 40. (4) Reactant: C(=O)([O:7][C:8]1[C:20]2[CH2:19][O:18][C:17](=[O:21])[C:16]=2[C:15]([C:22]2[CH:27]=[CH:26][C:25]([F:28])=[CH:24][CH:23]=2)=[C:14]2[C:9]=1[CH:10]=[C:11]([O:31][CH3:32])[C:12]([O:29][CH3:30])=[CH:13]2)OC(C)(C)C.N1CCCCC1.Cl. The catalyst class is: 4. Product: [F:28][C:25]1[CH:26]=[CH:27][C:22]([C:15]2[C:16]3[C:17](=[O:21])[O:18][CH2:19][C:20]=3[C:8]([OH:7])=[C:9]3[C:14]=2[CH:13]=[C:12]([O:29][CH3:30])[C:11]([O:31][CH3:32])=[CH:10]3)=[CH:23][CH:24]=1. (5) Reactant: [N+:1]([C:4]1[CH:9]=[CH:8][C:7]([NH:10][CH:11]2[CH2:16][CH2:15][CH:14]([OH:17])[CH2:13][CH2:12]2)=[CH:6][C:5]=1[C:18]([F:21])([F:20])[F:19])([O-:3])=[O:2].[H-].[Na+].Cl[CH2:25][C:26]([N:28]1[CH2:33][CH2:32][N:31]([CH2:34][CH:35]2[CH2:39][C:38]3[CH:40]=[C:41]([Cl:44])[CH:42]=[CH:43][C:37]=3[O:36]2)[CH2:30][CH2:29]1)=[O:27]. Product: [Cl:44][C:41]1[CH:42]=[CH:43][C:37]2[O:36][CH:35]([CH2:34][N:31]3[CH2:30][CH2:29][N:28]([C:26](=[O:27])[CH2:25][O:17][CH:14]4[CH2:15][CH2:16][CH:11]([NH:10][C:7]5[CH:8]=[CH:9][C:4]([N+:1]([O-:3])=[O:2])=[C:5]([C:18]([F:19])([F:20])[F:21])[CH:6]=5)[CH2:12][CH2:13]4)[CH2:33][CH2:32]3)[CH2:39][C:38]=2[CH:40]=1. The catalyst class is: 213. (6) Reactant: C=O.[C:3](=O)([O-])[O-:4].[K+].[K+].[CH3:9][O:10][C:11]([C:13]1([CH2:20][C:21]2[CH:26]=[CH:25][C:24]([Cl:27])=[CH:23][CH:22]=2)[CH2:17][CH2:16][CH:15]([CH3:18])[C:14]1=[O:19])=[O:12]. Product: [CH3:9][O:10][C:11]([C:13]1([CH2:20][C:21]2[CH:22]=[CH:23][C:24]([Cl:27])=[CH:25][CH:26]=2)[CH2:17][CH2:16][C:15]([CH2:3][OH:4])([CH3:18])[C:14]1=[O:19])=[O:12]. The catalyst class is: 6.